The task is: Predict the reaction yield, written as a fraction of the theoretical maximum amount of product (1.0 means a 100% yield; for example, 0.34 means a 34% yield).. This data is from Reaction yield outcomes from USPTO patents with 853,638 reactions. (1) The reactants are [Br:1][C:2]1[CH:3]=[CH:4][C:5]2[C:11]3[S:12][C:13]([C:15]([N:17]([C:19]4[CH:20]=[C:21]([CH:25]=[CH:26][C:27]=4[Cl:28])[C:22](O)=[O:23])[CH3:18])=[O:16])=[CH:14][C:10]=3[CH2:9][CH2:8][O:7][C:6]=2[CH:29]=1.CCN=C=NCCCN(C)C.C1C=CC2N(O)N=NC=2C=1.CCN(C(C)C)C(C)C.Cl.[OH:61][CH:62]1[CH2:65][NH:64][CH2:63]1. The catalyst is C1COCC1.O. The product is [Br:1][C:2]1[CH:3]=[CH:4][C:5]2[C:11]3[S:12][C:13]([C:15]([N:17]([C:19]4[CH:20]=[C:21]([C:22]([N:64]5[CH2:65][CH:62]([OH:61])[CH2:63]5)=[O:23])[CH:25]=[CH:26][C:27]=4[Cl:28])[CH3:18])=[O:16])=[CH:14][C:10]=3[CH2:9][CH2:8][O:7][C:6]=2[CH:29]=1. The yield is 0.580. (2) The reactants are [Cl-].[CH3:2][O:3][CH2:4][P+](C1C=CC=CC=1)(C1C=CC=CC=1)C1C=CC=CC=1.C([Li])CCC.CCCCCC.[C:35]([O:39][C:40]([N:42]1[CH2:47][CH2:46][C:45](=O)[CH2:44][CH2:43]1)=[O:41])([CH3:38])([CH3:37])[CH3:36]. The catalyst is CCOCC.COC(C)(C)C. The product is [C:35]([O:39][C:40]([N:42]1[CH2:47][CH2:46][C:45](=[CH:2][O:3][CH3:4])[CH2:44][CH2:43]1)=[O:41])([CH3:38])([CH3:37])[CH3:36]. The yield is 0.620. (3) The catalyst is CO.O1CCOCC1. The reactants are [CH3:1][C:2]1[C:6]([C:7]2[C:16]3[O:15][CH2:14][C@H:13]([C:17]4[CH:22]=[CH:21][CH:20]=[CH:19][N:18]=4)[N:12]4[C:23]([CH:25]5[CH2:30][CH2:29][N:28]([C:31](OC(C)(C)C)=[O:32])[CH2:27][CH2:26]5)=[N:24][C:10]([C:11]=34)=[CH:9][CH:8]=2)=[C:5]([CH3:38])[O:4][N:3]=1.Cl.[CH2:40](N(CC)CC)C.C(Cl)(=O)C. The yield is 0.810. The product is [C:31]([N:28]1[CH2:29][CH2:30][CH:25]([C:23]2[N:12]3[C@@H:13]([C:17]4[CH:22]=[CH:21][CH:20]=[CH:19][N:18]=4)[CH2:14][O:15][C:16]4=[C:11]3[C:10](=[CH:9][CH:8]=[C:7]4[C:6]3[C:2]([CH3:1])=[N:3][O:4][C:5]=3[CH3:38])[N:24]=2)[CH2:26][CH2:27]1)(=[O:32])[CH3:40].